This data is from Reaction yield outcomes from USPTO patents with 853,638 reactions. The task is: Predict the reaction yield, written as a fraction of the theoretical maximum amount of product (1.0 means a 100% yield; for example, 0.34 means a 34% yield). The reactants are [NH2:1][C:2]1[CH:7]=[C:6]([Cl:8])[C:5]([N+:9]([O-:11])=[O:10])=[CH:4][C:3]=1[OH:12].C(=O)([O-])[O-].[K+].[K+].[CH2:19](Br)[C:20]1[CH:25]=[CH:24][CH:23]=[CH:22][CH:21]=1. The catalyst is [I-].C([N+](CCCC)(CCCC)CCCC)CCC. The product is [CH2:19]([O:12][C:3]1[CH:4]=[C:5]([N+:9]([O-:11])=[O:10])[C:6]([Cl:8])=[CH:7][C:2]=1[NH2:1])[C:20]1[CH:25]=[CH:24][CH:23]=[CH:22][CH:21]=1. The yield is 0.560.